This data is from Catalyst prediction with 721,799 reactions and 888 catalyst types from USPTO. The task is: Predict which catalyst facilitates the given reaction. (1) Reactant: [N:1]1([C:6]2[N:7]=[C:8]([C:16]3[CH:21]=[CH:20][C:19]([CH3:22])=[CH:18][CH:17]=3)[C:9]3[CH2:15][NH:14][CH2:13][CH2:12][C:10]=3[N:11]=2)[CH2:5][CH2:4][CH2:3][CH2:2]1.C=O.[BH-](OC(C)=O)(OC(C)=O)O[C:27](C)=O.[Na+]. Product: [CH3:27][N:14]1[CH2:13][CH2:12][C:10]2[N:11]=[C:6]([N:1]3[CH2:2][CH2:3][CH2:4][CH2:5]3)[N:7]=[C:8]([C:16]3[CH:17]=[CH:18][C:19]([CH3:22])=[CH:20][CH:21]=3)[C:9]=2[CH2:15]1. The catalyst class is: 273. (2) Reactant: O1CCCC1.C(O)C.[N+](C1C=CC(C([O:18][CH2:19][CH2:20][CH2:21][CH2:22][CH:23]([O:29][N+:30]([O-:32])=[O:31])[CH2:24][O:25][N+:26]([O-:28])=[O:27])=O)=CC=1)([O-])=O.[OH-].[Na+]. Product: [N+:26]([O-:28])([O:25][CH2:24][CH:23]([O:29][N+:30]([O-:32])=[O:31])[CH2:22][CH2:21][CH2:20][CH2:19][OH:18])=[O:27]. The catalyst class is: 389. (3) Reactant: CCN=C=NCCCN(C)C.Cl.C1C=CC2N(O)N=NC=2C=1.[CH3:23][CH:24]([N:26]1[CH2:31][CH2:30][NH:29][CH2:28][CH2:27]1)[CH3:25].[C:32]([O:36][C:37]([N:39]1[CH2:43][CH2:42][C@H:41]([C:44](O)=[O:45])[CH2:40]1)=[O:38])([CH3:35])([CH3:34])[CH3:33]. Product: [CH3:23][CH:24]([N:26]1[CH2:31][CH2:30][N:29]([C:44]([C@H:41]2[CH2:42][CH2:43][N:39]([C:37]([O:36][C:32]([CH3:35])([CH3:34])[CH3:33])=[O:38])[CH2:40]2)=[O:45])[CH2:28][CH2:27]1)[CH3:25]. The catalyst class is: 3.